This data is from Catalyst prediction with 721,799 reactions and 888 catalyst types from USPTO. The task is: Predict which catalyst facilitates the given reaction. (1) Reactant: [CH3:1][O:2][C:3]1[CH:29]=[C:28]([O:30][CH3:31])[CH:27]=[CH:26][C:4]=1[CH2:5][NH:6][C:7]1[N:12]=[C:11]([NH:13][CH2:14][C:15]2[C:20]([F:21])=[CH:19][CH:18]=[CH:17][C:16]=2[F:22])[C:10]([N+:23]([O-])=O)=[CH:9][N:8]=1. Product: [CH3:1][O:2][C:3]1[CH:29]=[C:28]([O:30][CH3:31])[CH:27]=[CH:26][C:4]=1[CH2:5][NH:6][C:7]1[N:12]=[C:11]([NH:13][CH2:14][C:15]2[C:16]([F:22])=[CH:17][CH:18]=[CH:19][C:20]=2[F:21])[C:10]([NH2:23])=[CH:9][N:8]=1. The catalyst class is: 446. (2) Reactant: C[O:2][C:3](=[O:29])[C:4]1[CH:9]=[CH:8][C:7]([CH2:10][N:11]([C:22]([O:24][C:25]([CH3:28])([CH3:27])[CH3:26])=[O:23])[C@H:12]2[CH2:17][CH2:16][C@H:15]([C:18]([CH3:21])([CH3:20])[CH3:19])[CH2:14][CH2:13]2)=[CH:6][CH:5]=1.[OH-].[Na+]. Product: [C:25]([O:24][C:22]([N:11]([CH2:10][C:7]1[CH:6]=[CH:5][C:4]([C:3]([OH:29])=[O:2])=[CH:9][CH:8]=1)[C@H:12]1[CH2:13][CH2:14][C@H:15]([C:18]([CH3:21])([CH3:20])[CH3:19])[CH2:16][CH2:17]1)=[O:23])([CH3:26])([CH3:27])[CH3:28]. The catalyst class is: 8. (3) Reactant: [C:1]([C:4]1[N:8]([CH3:9])[C:7]2[CH:10]=[CH:11][C:12]([N:14]3[CH:19]=[C:18]([C:20]([O:22][CH2:23][CH3:24])=[O:21])[C:17](=[O:25])[NH:16][C:15]3=[O:26])=[CH:13][C:6]=2[N:5]=1)(=[O:3])[NH2:2].Br[CH2:28][C:29]1[CH:34]=[CH:33][CH:32]=[C:31]([C:35]([F:38])([F:37])[F:36])[C:30]=1[CH3:39].C(=O)([O-])[O-].[K+].[K+].[I-].[K+]. Product: [C:1]([C:4]1[N:8]([CH3:9])[C:7]2[CH:10]=[CH:11][C:12]([N:14]3[CH:19]=[C:18]([C:20]([O:22][CH2:23][CH3:24])=[O:21])[C:17](=[O:25])[N:16]([CH2:28][C:29]4[CH:34]=[CH:33][CH:32]=[C:31]([C:35]([F:36])([F:37])[F:38])[C:30]=4[CH3:39])[C:15]3=[O:26])=[CH:13][C:6]=2[N:5]=1)(=[O:3])[NH2:2]. The catalyst class is: 18. (4) Reactant: [Cl:1][C:2]1[C:3]([N:30]([CH3:32])[CH3:31])=[CH:4][C:5]2[O:10][CH:9]([C:11]([N:13]3[CH2:18][CH2:17][C:16]([CH2:21][C:22]4[CH:27]=[CH:26][C:25]([F:28])=[CH:24][CH:23]=4)([C:19]#[N:20])[CH2:15][CH2:14]3)=[O:12])[CH2:8][NH:7][C:6]=2[CH:29]=1.C([O-])([O-])=O.[K+].[K+].Br[CH2:40][C:41]([O:43][CH3:44])=[O:42]. Product: [CH3:44][O:43][C:41](=[O:42])[CH2:40][N:7]1[C:6]2[CH:29]=[C:2]([Cl:1])[C:3]([N:30]([CH3:31])[CH3:32])=[CH:4][C:5]=2[O:10][CH:9]([C:11]([N:13]2[CH2:14][CH2:15][C:16]([C:19]#[N:20])([CH2:21][C:22]3[CH:23]=[CH:24][C:25]([F:28])=[CH:26][CH:27]=3)[CH2:17][CH2:18]2)=[O:12])[CH2:8]1. The catalyst class is: 18. (5) Reactant: Br[C:2]1[CH:3]=[C:4]2[C:9](=[CH:10][CH:11]=1)[N:8]([C:12](=O)[CH2:13]Cl)[CH2:7][CH2:6][CH2:5]2.CN(C)CCN1[C:28]2[C:23](=CC([N+]([O-])=O)=[CH:26][CH:27]=2)CC1.[C:33]([OH:36])(=O)[CH3:34].C(O[BH-](OC(=O)C)OC(=O)C)(=[O:39])C.[Na+].[OH-].[Na+]. The catalyst class is: 26. Product: [O:39]1[C:28]2([CH2:23][CH2:13][CH:12]([N:8]3[C:9]4[C:4](=[CH:3][CH:2]=[CH:11][CH:10]=4)[CH2:5][CH2:6][CH2:7]3)[CH2:26][CH2:27]2)[O:36][CH2:33][CH2:34]1. (6) Reactant: [CH3:1][C:2]([Si:5]([C:28]1[CH:33]=[CH:32][CH:31]=[CH:30][CH:29]=1)([C:22]1[CH:27]=[CH:26][CH:25]=[CH:24][CH:23]=1)[O:6][CH2:7][C@@H:8]1[CH2:13][CH2:12][C@H:11]([CH3:14])[CH2:10][N:9]1C(OC(C)(C)C)=O)([CH3:4])[CH3:3].C(O)(C(F)(F)F)=O. Product: [CH3:1][C:2]([Si:5]([C:22]1[CH:27]=[CH:26][CH:25]=[CH:24][CH:23]=1)([C:28]1[CH:29]=[CH:30][CH:31]=[CH:32][CH:33]=1)[O:6][CH2:7][C@@H:8]1[CH2:13][CH2:12][C@H:11]([CH3:14])[CH2:10][NH:9]1)([CH3:3])[CH3:4]. The catalyst class is: 2. (7) Reactant: [F:1][C:2]1[CH:7]=[CH:6][C:5](I)=[CH:4][CH:3]=1.C([Li])CCC.[CH2:14]([O:21][C:22]1[C:31]2[N:30]=[CH:29][CH:28]=[CH:27][C:26]=2[C:25]([S:32](F)(=[O:34])=[O:33])=[CH:24][CH:23]=1)[C:15]1[CH:20]=[CH:19][CH:18]=[CH:17][CH:16]=1.CO. Product: [CH2:14]([O:21][C:22]1[CH:23]=[CH:24][C:25]([S:32]([C:5]2[CH:6]=[CH:7][C:2]([F:1])=[CH:3][CH:4]=2)(=[O:34])=[O:33])=[C:26]2[C:31]=1[N:30]=[CH:29][CH:28]=[CH:27]2)[C:15]1[CH:20]=[CH:19][CH:18]=[CH:17][CH:16]=1. The catalyst class is: 1. (8) Reactant: [OH-].[Na+].C([O:5][C:6](=[O:52])[CH2:7][N:8]1[CH2:13][CH2:12][N:11]([CH:14]2[CH2:19][CH2:18][N:17]([C:20](=[O:51])[CH:21]([NH:31][C:32]([N:34]3[CH2:39][CH2:38][CH:37]([N:40]4[CH2:49][C:48]5[C:43](=[CH:44][CH:45]=[CH:46][CH:47]=5)[NH:42][C:41]4=[O:50])[CH2:36][CH2:35]3)=[O:33])[CH2:22][C:23]3[CH:28]=[CH:27][C:26]([Br:29])=[C:25]([CH3:30])[CH:24]=3)[CH2:16][CH2:15]2)[CH2:10][CH2:9]1)C.Cl. Product: [Br:29][C:26]1[CH:27]=[CH:28][C:23]([CH2:22][CH:21]([NH:31][C:32]([N:34]2[CH2:35][CH2:36][CH:37]([N:40]3[CH2:49][C:48]4[C:43](=[CH:44][CH:45]=[CH:46][CH:47]=4)[NH:42][C:41]3=[O:50])[CH2:38][CH2:39]2)=[O:33])[C:20]([N:17]2[CH2:18][CH2:19][CH:14]([N:11]3[CH2:12][CH2:13][N:8]([CH2:7][C:6]([OH:52])=[O:5])[CH2:9][CH2:10]3)[CH2:15][CH2:16]2)=[O:51])=[CH:24][C:25]=1[CH3:30]. The catalyst class is: 1. (9) Product: [CH3:1][N:2]1[C:6]([S:7][CH2:24][C:25]2[N:29]([CH2:30][CH2:31][CH3:32])[CH:28]=[N:27][CH:26]=2)=[N:5][C:4]([N+:8]([O-:10])=[O:9])=[N:3]1. The catalyst class is: 6. Reactant: [CH3:1][N:2]1[C:6]([SH:7])=[N:5][C:4]([N+:8]([O-:10])=[O:9])=[N:3]1.CN(C=O)C.C(=O)([O-])[O-].[K+].[K+].Cl.Cl[CH2:24][C:25]1[N:29]([CH2:30][CH2:31][CH3:32])[CH:28]=[N:27][CH:26]=1.